From a dataset of Full USPTO retrosynthesis dataset with 1.9M reactions from patents (1976-2016). Predict the reactants needed to synthesize the given product. (1) Given the product [CH2:1]([C:3]1[S:4][CH:5]=[C:6](/[CH:8]=[CH:9]/[C:10]2[C:11]([O:21][CH2:22][C:23]3[CH:43]=[CH:42][C:26]([O:27][CH2:28][C:29]4[N:30]=[C:31](/[CH:35]=[CH:36]/[C:37]([OH:39])=[O:38])[O:32][C:33]=4[CH3:34])=[C:25]([O:44][CH3:45])[CH:24]=3)=[N:12][N:13]([C:15]3[CH:16]=[CH:17][CH:18]=[CH:19][CH:20]=3)[CH:14]=2)[N:7]=1)[CH3:2], predict the reactants needed to synthesize it. The reactants are: [CH2:1]([C:3]1[S:4][CH:5]=[C:6](/[CH:8]=[CH:9]/[C:10]2[C:11]([O:21][CH2:22][C:23]3[CH:43]=[CH:42][C:26]([O:27][CH2:28][C:29]4[N:30]=[C:31](/[CH:35]=[CH:36]/[C:37]([O:39]CC)=[O:38])[O:32][C:33]=4[CH3:34])=[C:25]([O:44][CH3:45])[CH:24]=3)=[N:12][N:13]([C:15]3[CH:20]=[CH:19][CH:18]=[CH:17][CH:16]=3)[CH:14]=2)[N:7]=1)[CH3:2].O1CCCC1.[OH-].[Na+].Cl. (2) The reactants are: [Cl:1][C:2]1[CH:3]=[C:4]([C@H:9]([NH:12][C:13](=[O:19])[O:14][C:15]([CH3:18])([CH3:17])[CH3:16])[CH2:10][OH:11])[CH:5]=[CH:6][C:7]=1[F:8].C(Cl)Cl.[CH3:23][S:24](Cl)(=[O:26])=[O:25]. Given the product [CH3:23][S:24]([O:11][CH2:10][C@@H:9]([NH:12][C:13]([O:14][C:15]([CH3:16])([CH3:18])[CH3:17])=[O:19])[C:4]1[CH:5]=[CH:6][C:7]([F:8])=[C:2]([Cl:1])[CH:3]=1)(=[O:26])=[O:25], predict the reactants needed to synthesize it. (3) Given the product [C:12]([C:11]1[C:14]([C:16]2[CH:17]=[CH:18][C:19]([CH3:22])=[CH:20][CH:21]=2)=[CH:15][C:8]([C:4]2[CH:3]=[C:2]([CH:7]=[CH:6][CH:5]=2)[C:34]([O:37][CH3:38])=[O:36])=[N:9][C:10]=1[CH2:23][CH:24]([CH3:25])[CH3:26])#[N:13], predict the reactants needed to synthesize it. The reactants are: Br[C:2]1[CH:3]=[C:4]([C:8]2[CH:15]=[C:14]([C:16]3[CH:21]=[CH:20][C:19]([CH3:22])=[CH:18][CH:17]=3)[C:11]([C:12]#[N:13])=[C:10]([CH2:23][CH:24]([CH3:26])[CH3:25])[N:9]=2)[CH:5]=[CH:6][CH:7]=1.C(N(CC)CC)C.[C:34]([O:37][CH2:38]C)(=[O:36])C.